From a dataset of Catalyst prediction with 721,799 reactions and 888 catalyst types from USPTO. Predict which catalyst facilitates the given reaction. (1) Reactant: [CH2:1]([O:3][C:4]([C:6]1([CH3:28])[CH2:11][CH2:10][N:9]([C:12]2[CH2:27][C:15]3([CH:18]([CH3:19])[N:17](C(OC(C)(C)C)=O)[CH2:16]3)[O:14][N:13]=2)[CH2:8][CH2:7]1)=[O:5])[CH3:2].Cl. Product: [CH3:28][C:6]1([C:4]([O:3][CH2:1][CH3:2])=[O:5])[CH2:7][CH2:8][N:9]([C:12]2[CH2:27][C:15]3([CH:18]([CH3:19])[NH:17][CH2:16]3)[O:14][N:13]=2)[CH2:10][CH2:11]1. The catalyst class is: 12. (2) Reactant: [CH2:1]1[O:5][C@@H:4]2[C@@H:6]([OH:9])[CH2:7][O:8][C@@H:3]2[C@@H:2]1[OH:10].[C:11]([OH:20])(=O)[CH2:12][CH2:13][CH2:14][CH2:15][CH2:16][CH2:17][CH3:18]. The catalyst class is: 6. Product: [CH3:18][CH2:17][CH2:16][CH2:15][CH2:14][CH2:13][CH2:12][C:11]([O:10][C@H:2]1[C@H:3]2[O:8][CH2:7][C@H:6]([O:9][C:11]([CH2:12][CH2:13][CH2:14][CH2:15][CH2:16][CH2:17][CH3:18])=[O:20])[C@H:4]2[O:5][CH2:1]1)=[O:20]. (3) Reactant: [CH2:1]([C:3]1[CH:13]=[CH:12][C:6]([NH:7][CH2:8][CH:9]([CH3:11])[CH3:10])=[CH:5][CH:4]=1)[CH3:2].[CH3:14][C:15]1[C:19]([CH2:20][O:21][C:22]2[CH:27]=[CH:26][C:25]([S:28](Cl)(=[O:30])=[O:29])=[CH:24][CH:23]=2)=[C:18]([CH3:32])[O:17][N:16]=1. Product: [CH3:14][C:15]1[C:19]([CH2:20][O:21][C:22]2[CH:23]=[CH:24][C:25]([S:28]([N:7]([C:6]3[CH:12]=[CH:13][C:3]([CH2:1][CH3:2])=[CH:4][CH:5]=3)[CH2:8][CH:9]([CH3:10])[CH3:11])(=[O:30])=[O:29])=[CH:26][CH:27]=2)=[C:18]([CH3:32])[O:17][N:16]=1. The catalyst class is: 17. (4) Reactant: [NH2:1][C:2]1[CH:7]=[C:6]([C:8]([F:11])([F:10])[F:9])[C:5]([Cl:12])=[CH:4][C:3]=1[OH:13].[Cl:14][C:15]1[CH:23]=[N:22][CH:21]=[CH:20][C:16]=1[C:17](O)=[O:18].CCN=C=NCCCN(C)C.N1C=CC=CC=1. Product: [Cl:14][C:15]1[CH:23]=[N:22][CH:21]=[CH:20][C:16]=1[C:17]([NH:1][C:2]1[CH:7]=[C:6]([C:8]([F:9])([F:10])[F:11])[C:5]([Cl:12])=[CH:4][C:3]=1[OH:13])=[O:18]. The catalyst class is: 6. (5) Reactant: [C:1]12([CH2:11][C:12](O)=O)[CH2:10][CH:5]3[CH2:6][CH:7]([CH2:9][CH:3]([CH2:4]3)[CH2:2]1)[CH2:8]2.C(N(C(C)C)CC)(C)C.CN(C(ON1N=NC2C=CC=CC1=2)=[N+](C)C)C.F[P-](F)(F)(F)(F)F.[CH3:48][C:49]1[CH:58]=[CH:57][C:52]([C:53](=[N:55][OH:56])[NH2:54])=[CH:51][CH:50]=1. Product: [C:1]12([CH2:11][C:12]3[O:56][N:55]=[C:53]([C:52]4[CH:51]=[CH:50][C:49]([CH3:48])=[CH:58][CH:57]=4)[N:54]=3)[CH2:2][CH:3]3[CH2:9][CH:7]([CH2:6][CH:5]([CH2:4]3)[CH2:10]1)[CH2:8]2. The catalyst class is: 3. (6) Reactant: [CH2:1]([C:3]([C:28]1[CH:50]=[CH:49][C:31]([O:32][CH2:33][CH2:34][CH2:35][CH2:36][CH2:37][N:38]2[C:46](=[O:47])[C:45]3[C:40](=[CH:41][CH:42]=[CH:43][CH:44]=3)[C:39]2=[O:48])=[C:30]([CH3:51])[CH:29]=1)([C:6]1[CH:11]=[CH:10][C:9]([C:12]#[C:13][C:14]([O:23]COC)([C:19]([F:22])([F:21])[F:20])[C:15]([F:18])([F:17])[F:16])=[C:8]([CH3:27])[CH:7]=1)[CH2:4][CH3:5])[CH3:2].CC1C=CC(S(O)(=O)=O)=CC=1. Product: [CH2:1]([C:3]([C:28]1[CH:50]=[CH:49][C:31]([O:32][CH2:33][CH2:34][CH2:35][CH2:36][CH2:37][N:38]2[C:39](=[O:48])[C:40]3[C:45](=[CH:44][CH:43]=[CH:42][CH:41]=3)[C:46]2=[O:47])=[C:30]([CH3:51])[CH:29]=1)([C:6]1[CH:11]=[CH:10][C:9]([C:12]#[C:13][C:14]([OH:23])([C:15]([F:16])([F:17])[F:18])[C:19]([F:22])([F:20])[F:21])=[C:8]([CH3:27])[CH:7]=1)[CH2:4][CH3:5])[CH3:2]. The catalyst class is: 100. (7) Reactant: Br[C:2]1[C:7]2[S:8][CH:9]=[C:10]([CH2:11][OH:12])[C:6]=2[C:5]([CH3:13])=[CH:4][CH:3]=1.C1(C)C=CC=CC=1.C(OCC)(=O)C.O. Product: [OH:12][CH2:11][C:10]1[C:6]2[C:5]([CH3:13])=[CH:4][CH:3]=[CH:2][C:7]=2[S:8][CH:9]=1. The catalyst class is: 247.